Task: Regression. Given a peptide amino acid sequence and an MHC pseudo amino acid sequence, predict their binding affinity value. This is MHC class II binding data.. Dataset: Peptide-MHC class II binding affinity with 134,281 pairs from IEDB (1) The peptide sequence is DKPFQNVNRITYGAC. The MHC is DRB3_0101 with pseudo-sequence DRB3_0101. The binding affinity (normalized) is 0.0191. (2) The peptide sequence is AAATAGTTVDGAFAA. The MHC is HLA-DPA10103-DPB10601 with pseudo-sequence HLA-DPA10103-DPB10601. The binding affinity (normalized) is 0. (3) The peptide sequence is TIKQKKPDFILATDI. The MHC is DRB1_0301 with pseudo-sequence DRB1_0301. The binding affinity (normalized) is 0.433. (4) The peptide sequence is VRAVAESHGVAAVLF. The MHC is DRB1_1302 with pseudo-sequence DRB1_1302. The binding affinity (normalized) is 0.327. (5) The peptide sequence is TMLLGMLMICSAA. The MHC is DRB1_0901 with pseudo-sequence DRB1_0901. The binding affinity (normalized) is 0.192. (6) The peptide sequence is GGSILKISNKYHTKG. The MHC is DRB5_0101 with pseudo-sequence DRB5_0101. The binding affinity (normalized) is 0.647. (7) The peptide sequence is EGKIILVAVHVASGYIE. The MHC is H-2-IAb with pseudo-sequence H-2-IAb. The binding affinity (normalized) is 0.161. (8) The binding affinity (normalized) is 0.552. The peptide sequence is FAVVDLNKMRAVWVDGKART. The MHC is DRB1_1101 with pseudo-sequence DRB1_1101. (9) The peptide sequence is LRIKSYEDAKSPLTA. The MHC is HLA-DQA10104-DQB10503 with pseudo-sequence HLA-DQA10104-DQB10503. The binding affinity (normalized) is 0.337. (10) The peptide sequence is EAKITMLTNGQCQNI. The MHC is HLA-DPA10103-DPB10401 with pseudo-sequence HLA-DPA10103-DPB10401. The binding affinity (normalized) is 0.399.